Dataset: Peptide-MHC class II binding affinity with 134,281 pairs from IEDB. Task: Regression. Given a peptide amino acid sequence and an MHC pseudo amino acid sequence, predict their binding affinity value. This is MHC class II binding data. (1) The peptide sequence is HFSNVFRSVMAPFTM. The MHC is HLA-DQA10102-DQB10602 with pseudo-sequence HLA-DQA10102-DQB10602. The binding affinity (normalized) is 0.423. (2) The peptide sequence is INLIIHYVDRPGALG. The MHC is DRB1_1101 with pseudo-sequence DRB1_1101. The binding affinity (normalized) is 0.214. (3) The MHC is DRB1_0101 with pseudo-sequence DRB1_0101. The binding affinity (normalized) is 0.261. The peptide sequence is GELQIVDKIDAAFKA. (4) The peptide sequence is KAAMGLRISSSFSFG. The MHC is DRB1_0404 with pseudo-sequence DRB1_0404. The binding affinity (normalized) is 0.872.